The task is: Predict the product of the given reaction.. This data is from Forward reaction prediction with 1.9M reactions from USPTO patents (1976-2016). (1) Given the reactants Br[C:2]1[N:6]2[CH:7]=[CH:8][C:9]([CH3:11])=[CH:10][C:5]2=[N:4][C:3]=1[C:12]1[CH:21]=[CH:20][C:15]([C:16]([NH:18][CH3:19])=[O:17])=[CH:14][C:13]=1[CH3:22].[CH2:23]=[C:24]1[CH2:29][CH2:28][N:27]([C:30]([O:32][C:33]([CH3:36])([CH3:35])[CH3:34])=[O:31])[CH2:26][CH2:25]1, predict the reaction product. The product is: [CH3:11][C:9]1[CH:8]=[CH:7][N:6]2[C:2]([CH:23]=[C:24]3[CH2:29][CH2:28][N:27]([C:30]([O:32][C:33]([CH3:36])([CH3:35])[CH3:34])=[O:31])[CH2:26][CH2:25]3)=[C:3]([C:12]3[CH:21]=[CH:20][C:15]([C:16](=[O:17])[NH:18][CH3:19])=[CH:14][C:13]=3[CH3:22])[N:4]=[C:5]2[CH:10]=1. (2) Given the reactants CC(C)(OC(=O)[NH:6][CH2:7][CH2:8][O:9][CH2:10][CH2:11][O:12][CH2:13][CH2:14][O:15][CH2:16][CH2:17][O:18][CH2:19][CH2:20][O:21][CH2:22][CH2:23][O:24][CH2:25][CH2:26][O:27][CH2:28][CH2:29][O:30][CH2:31][CH2:32][O:33][CH2:34][CH2:35][O:36][CH2:37][CH2:38][O:39][CH2:40][CH2:41][NH:42][C:43]([C:45]([CH2:62][CH2:63][CH2:64][CH2:65][CH2:66][CH2:67][CH2:68][CH2:69][CH2:70][CH2:71][CH3:72])([CH2:49][CH2:50][CH2:51][CH2:52][CH2:53][CH2:54][CH2:55][CH2:56][CH2:57][CH2:58][C:59]([OH:61])=[O:60])[C:46]([OH:48])=[O:47])=[O:44])C.FC(F)(F)C(O)=O.O.C(#N)C, predict the reaction product. The product is: [NH2:6][CH2:7][CH2:8][O:9][CH2:10][CH2:11][O:12][CH2:13][CH2:14][O:15][CH2:16][CH2:17][O:18][CH2:19][CH2:20][O:21][CH2:22][CH2:23][O:24][CH2:25][CH2:26][O:27][CH2:28][CH2:29][O:30][CH2:31][CH2:32][O:33][CH2:34][CH2:35][O:36][CH2:37][CH2:38][O:39][CH2:40][CH2:41][NH:42][C:43]([C:45]([CH2:62][CH2:63][CH2:64][CH2:65][CH2:66][CH2:67][CH2:68][CH2:69][CH2:70][CH2:71][CH3:72])([CH2:49][CH2:50][CH2:51][CH2:52][CH2:53][CH2:54][CH2:55][CH2:56][CH2:57][CH2:58][C:59]([OH:61])=[O:60])[C:46]([OH:48])=[O:47])=[O:44]. (3) Given the reactants C[O:2][C:3](=[O:17])[CH2:4][C:5]1[CH:6]=[C:7]2[C:12](=[CH:13][C:14]=1[F:15])[N:11]=[CH:10][C:9]([Br:16])=[CH:8]2, predict the reaction product. The product is: [Br:16][C:9]1[CH:10]=[N:11][C:12]2[C:7]([CH:8]=1)=[CH:6][C:5]([CH2:4][C:3]([OH:17])=[O:2])=[C:14]([F:15])[CH:13]=2. (4) The product is: [CH2:1]([C:3]1[CH:7]=[C:6]([CH2:8][CH3:9])[N:5]([CH2:26][C:27]([O:29][CH2:30][CH3:31])=[O:28])[N:4]=1)[CH3:2]. Given the reactants [CH2:1]([C:3]1[CH2:7][C:6]([CH2:8][CH3:9])=[N:5][N:4]=1)[CH3:2].C(C1C=C(CC)NN=1)C.C(=O)([O-])[O-].[K+].[K+].Br[CH2:26][C:27]([O:29][CH2:30][CH3:31])=[O:28], predict the reaction product. (5) Given the reactants C[Si](C)(C)N[Si](C)(C)C.C([Li])CCC.C[N:16]1[CH:20]=[C:19]([C:21]([NH:23][CH2:24][C:25]([O:27][CH2:28][CH3:29])=[O:26])=[O:22])[C:18]([C:30]([F:33])([F:32])[F:31])=[N:17]1.[C:34]1(=[O:38])[CH2:37][CH2:36][CH2:35]1.B(F)(F)F.[NH4+].[Cl-], predict the reaction product. The product is: [CH2:28]([O:27][C:25](=[O:26])[CH:24]([C:34]1([OH:38])[CH2:37][CH2:36][CH2:35]1)[NH:23][C:21]([C:19]1[C:18]([C:30]([F:33])([F:32])[F:31])=[N:17][NH:16][CH:20]=1)=[O:22])[CH3:29]. (6) Given the reactants [H-].[Na+].[CH2:3]([O:5][C:6](=[O:14])[CH:7]([CH3:13])[C:8]([O:10][CH2:11][CH3:12])=[O:9])[CH3:4].I[CH2:16][CH2:17][C:18]1[S:19][CH:20]=[CH:21][CH:22]=1, predict the reaction product. The product is: [CH2:3]([O:5][C:6](=[O:14])[C:7]([CH2:16][CH2:17][C:18]1[S:19][CH:20]=[CH:21][CH:22]=1)([CH3:13])[C:8]([O:10][CH2:11][CH3:12])=[O:9])[CH3:4]. (7) Given the reactants I[C:2]1[CH:3]=[C:4]2[N:10]=[CH:9][N:8]([CH2:11][C:12]3[CH:17]=[CH:16][C:15]([O:18][CH2:19][C:20]4[CH:21]=[N:22][C:23]([O:26][CH3:27])=[CH:24][CH:25]=4)=[C:14]([O:28][CH3:29])[CH:13]=3)[C:5]2=[N:6][CH:7]=1.Cl.[C:31]([C:33]1([CH3:39])[CH2:38][CH2:37][CH2:36][NH:35][CH2:34]1)#[CH:32].N1CCCCC1, predict the reaction product. The product is: [CH3:29][O:28][C:14]1[CH:13]=[C:12]([CH:17]=[CH:16][C:15]=1[O:18][CH2:19][C:20]1[CH:21]=[N:22][C:23]([O:26][CH3:27])=[CH:24][CH:25]=1)[CH2:11][N:8]1[C:5]2=[N:6][CH:7]=[C:2]([C:32]3[N:35]4[CH2:34][C:33]([CH3:39])([CH2:38][CH2:37][CH2:36]4)[CH:31]=3)[CH:3]=[C:4]2[N:10]=[CH:9]1. (8) Given the reactants [O:1]1[CH2:6][CH2:5][N:4]([CH2:7][C:8]2[CH:13]=[CH:12][C:11]([OH:14])=[CH:10][CH:9]=2)[CH2:3][CH2:2]1.Br[CH2:16][CH2:17][CH2:18][CH2:19][CH2:20][CH2:21][N:22]1[C:26](=[O:27])[C:25]2=[CH:28][CH:29]=[CH:30][CH:31]=[C:24]2[C:23]1=[O:32].C([O-])([O-])=O.[K+].[K+], predict the reaction product. The product is: [O:1]1[CH2:2][CH2:3][N:4]([CH2:7][C:8]2[CH:13]=[CH:12][C:11]([O:14][CH2:16][CH2:17][CH2:18][CH2:19][CH2:20][CH2:21][N:22]3[C:26](=[O:27])[C:25]4=[CH:28][CH:29]=[CH:30][CH:31]=[C:24]4[C:23]3=[O:32])=[CH:10][CH:9]=2)[CH2:5][CH2:6]1. (9) Given the reactants [CH2:1]([NH:3][CH2:4][C:5]1[CH:10]=[C:9]([C:11]([F:14])([F:13])[F:12])[CH:8]=[CH:7][C:6]=1[C:15]1[CH:16]=[N:17][NH:18][CH:19]=1)[CH3:2].[CH:20]1([C:23](Cl)=[O:24])[CH2:22][CH2:21]1, predict the reaction product. The product is: [CH2:1]([N:3]([CH2:4][C:5]1[CH:10]=[C:9]([C:11]([F:13])([F:14])[F:12])[CH:8]=[CH:7][C:6]=1[C:15]1[CH:16]=[N:17][NH:18][CH:19]=1)[C:23]([CH:20]1[CH2:22][CH2:21]1)=[O:24])[CH3:2]. (10) Given the reactants Br[CH2:2][C:3]1[CH:4]=[CH:5][C:6]([C:9]#[N:10])=[N:7][CH:8]=1.[NH:11]1[CH2:16][CH2:15][O:14][CH2:13][CH2:12]1, predict the reaction product. The product is: [O:14]1[CH2:15][CH2:16][N:11]([CH2:2][C:3]2[CH:4]=[CH:5][C:6]([C:9]#[N:10])=[N:7][CH:8]=2)[CH2:12][CH2:13]1.